This data is from Reaction yield outcomes from USPTO patents with 853,638 reactions. The task is: Predict the reaction yield, written as a fraction of the theoretical maximum amount of product (1.0 means a 100% yield; for example, 0.34 means a 34% yield). (1) The catalyst is C(Cl)(Cl)Cl. The yield is 0.990. The reactants are S(Cl)([Cl:3])=O.[CH2:5]1[C:13]2[C:8](=[CH:9][C:10]([CH2:14]O)=[CH:11][CH:12]=2)[CH2:7][CH2:6]1. The product is [Cl:3][CH2:14][C:10]1[CH:9]=[C:8]2[C:13](=[CH:12][CH:11]=1)[CH2:5][CH2:6][CH2:7]2. (2) The reactants are [NH2:1][C:2]1[C:7](=[O:8])[N:6]([CH3:9])[CH:5]=[C:4]([C:10]2[CH:11]=[CH:12][C:13]([O:21][CH3:22])=[C:14]([NH:16][S:17]([CH3:20])(=[O:19])=[O:18])[CH:15]=2)[CH:3]=1.[CH:23]1([CH:26]=O)[CH2:25][CH2:24]1.[BH3-]C#N.[Na+]. The catalyst is CO.CC(O)=O. The product is [CH:23]1([CH2:26][NH:1][C:2]2[C:7](=[O:8])[N:6]([CH3:9])[CH:5]=[C:4]([C:10]3[CH:11]=[CH:12][C:13]([O:21][CH3:22])=[C:14]([NH:16][S:17]([CH3:20])(=[O:19])=[O:18])[CH:15]=3)[CH:3]=2)[CH2:25][CH2:24]1. The yield is 0.132.